This data is from Catalyst prediction with 721,799 reactions and 888 catalyst types from USPTO. The task is: Predict which catalyst facilitates the given reaction. Reactant: [N+:1](/[CH:4]=[CH:5]/[C:6]1[CH:13]=[CH:12][C:9]([C:10]#[N:11])=[CH:8][CH:7]=1)([O-])=O.[C:14]([O:20][C:21]([CH3:24])([CH3:23])[CH3:22])(=[O:19])[CH2:15][C:16]([CH3:18])=O.C[O-].[Na+].N.CO. Product: [C:10]([C:9]1[CH:12]=[CH:13][C:6]([C:5]2[C:15]([C:14]([O:20][C:21]([CH3:24])([CH3:23])[CH3:22])=[O:19])=[C:16]([CH3:18])[NH:1][CH:4]=2)=[CH:7][CH:8]=1)#[N:11]. The catalyst class is: 5.